Dataset: Full USPTO retrosynthesis dataset with 1.9M reactions from patents (1976-2016). Task: Predict the reactants needed to synthesize the given product. (1) Given the product [Cl:22][C:23]1[CH:24]=[C:25]([C:2]2[S:6][C:5]([C@@H:7]([OH:21])[C@@H:8]3[N:12]([CH3:13])[C:11](=[O:14])[CH2:10][C@@H:9]3[C:15]3[CH:20]=[CH:19][CH:18]=[CH:17][CH:16]=3)=[CH:4][CH:3]=2)[CH:26]=[CH:27][C:28]=1[F:29], predict the reactants needed to synthesize it. The reactants are: Br[C:2]1[S:6][C:5]([C@@H:7]([OH:21])[C@@H:8]2[N:12]([CH3:13])[C:11](=[O:14])[CH2:10][C@@H:9]2[C:15]2[CH:20]=[CH:19][CH:18]=[CH:17][CH:16]=2)=[CH:4][CH:3]=1.[Cl:22][C:23]1[CH:24]=[C:25](B(O)O)[CH:26]=[CH:27][C:28]=1[F:29].C([O-])([O-])=O.[Na+].[Na+].C(Cl)Cl. (2) Given the product [C:1]([O:5][C:6](=[O:40])[NH:7][C:8]1([C:12]2[CH:17]=[CH:16][C:15]([C:18]3[C:27](=[O:28])[C:26]4[C:21](=[C:22]([C:83]5[C:79]([C:78]([F:94])([F:93])[F:77])=[N:80][NH:81][CH:82]=5)[CH:23]=[CH:24][CH:25]=4)[O:20][C:19]=3[C:34]3[CH:35]=[CH:36][CH:37]=[CH:38][CH:39]=3)=[CH:14][CH:13]=2)[CH2:9][CH2:10][CH2:11]1)([CH3:4])([CH3:3])[CH3:2], predict the reactants needed to synthesize it. The reactants are: [C:1]([O:5][C:6](=[O:40])[NH:7][C:8]1([C:12]2[CH:17]=[CH:16][C:15]([C:18]3[C:27](=[O:28])[C:26]4[C:21](=[CH:22][C:23](C5NN=CC=5)=[CH:24][CH:25]=4)[O:20][C:19]=3[C:34]3[CH:39]=[CH:38][CH:37]=[CH:36][CH:35]=3)=[CH:14][CH:13]=2)[CH2:11][CH2:10][CH2:9]1)([CH3:4])([CH3:3])[CH3:2].C(OC(=O)NC1(C2C=CC(C3C(=O)C4C(=C(Br)C=CC=4)OC=3C3C=CC=CC=3)=CC=2)CCC1)(C)(C)C.[F:77][C:78]([F:94])([F:93])[C:79]1[C:83](B2OC(C)(C)C(C)(C)O2)=[CH:82][NH:81][N:80]=1. (3) Given the product [CH2:49]([C:51]([OH:57])([CH2:55][CH3:56])[CH2:52][CH2:53][NH:1][C@:2]12[CH2:45][CH2:44][C@@H:43]([C:46]([CH3:48])=[CH2:47])[C@@H:3]1[C@@H:4]1[C@@:17]([CH3:20])([CH2:18][CH2:19]2)[C@@:16]2([CH3:21])[C@@H:7]([C@:8]3([CH3:42])[C@@H:13]([CH2:14][CH2:15]2)[C:12]([CH3:22])([CH3:23])[C:11]([C:24]2[CH2:29][CH2:28][C@@:27]([CH2:40][F:41])([C:30]([O:32][CH2:33][C:34]4[CH:35]=[CH:36][CH:37]=[CH:38][CH:39]=4)=[O:31])[CH2:26][CH:25]=2)=[CH:10][CH2:9]3)[CH2:6][CH2:5]1)[CH3:50], predict the reactants needed to synthesize it. The reactants are: [NH2:1][C@:2]12[CH2:45][CH2:44][C@@H:43]([C:46]([CH3:48])=[CH2:47])[C@@H:3]1[C@@H:4]1[C@@:17]([CH3:20])([CH2:18][CH2:19]2)[C@@:16]2([CH3:21])[C@@H:7]([C@:8]3([CH3:42])[C@@H:13]([CH2:14][CH2:15]2)[C:12]([CH3:23])([CH3:22])[C:11]([C:24]2[CH2:29][CH2:28][C@@:27]([CH2:40][F:41])([C:30]([O:32][CH2:33][C:34]4[CH:39]=[CH:38][CH:37]=[CH:36][CH:35]=4)=[O:31])[CH2:26][CH:25]=2)=[CH:10][CH2:9]3)[CH2:6][CH2:5]1.[CH2:49]([C:51]([OH:57])([CH2:55][CH3:56])[CH2:52][CH:53]=O)[CH3:50].C(O[BH-](OC(=O)C)OC(=O)C)(=O)C.[Na+]. (4) Given the product [CH:23]1[CH:22]=[CH:27][C:26]([C:28]([OH:30])=[O:29])=[C:25]([C:31]2[C:32]3[CH:37]=[CH:36][C:35]([OH:38])=[CH:34][C:33]=3[O:39][C:40]3[C:41]=2[CH:42]=[CH:43][C:44]([CH:45]=3)=[O:46])[CH:24]=1, predict the reactants needed to synthesize it. The reactants are: CC1CCCC(C)(C)C=1/C=C/C(/C)=C/C=C/C(/C)=C/C=O.[CH:22]1[CH:27]=[C:26]2[C:28]([O:30][C:31]3([C:41]4[CH:42]=[CH:43][C:44]([O-:46])=[CH:45][C:40]=4[O:39][C:33]4[CH:34]=[C:35]([O-:38])[CH:36]=[CH:37][C:32]3=4)[C:25]2=[CH:24][CH:23]=1)=[O:29].[Na+].[Na+]. (5) Given the product [C:20]([C:2]1[CH:7]=[CH:6][C:5]([O:8][CH2:9][CH2:10][CH2:11][CH2:12][C:13]([O:15][CH2:16][CH3:17])=[O:14])=[CH:4][C:3]=1[O:18][CH3:19])#[N:21], predict the reactants needed to synthesize it. The reactants are: Br[C:2]1[CH:7]=[CH:6][C:5]([O:8][CH2:9][CH2:10][CH2:11][CH2:12][C:13]([O:15][CH2:16][CH3:17])=[O:14])=[CH:4][C:3]=1[O:18][CH3:19].[C:20]([Zn]C#N)#[N:21].C(OCC)(=O)C.